This data is from Forward reaction prediction with 1.9M reactions from USPTO patents (1976-2016). The task is: Predict the product of the given reaction. (1) Given the reactants [Br:1][C:2]1[C:7]([CH3:8])=[CH:6][C:5]([OH:9])=[CH:4][C:3]=1[CH3:10].C([O-])([O-])=O.[K+].[K+].Br[CH2:18][CH:19]1[CH2:23][CH2:22][O:21][CH2:20]1, predict the reaction product. The product is: [Br:1][C:2]1[C:7]([CH3:8])=[CH:6][C:5]([O:9][CH2:18][CH:19]2[CH2:23][CH2:22][O:21][CH2:20]2)=[CH:4][C:3]=1[CH3:10]. (2) Given the reactants [N+:18]([C:14]1[CH:13]=[C:12]([S:11][S:11][C:12]2[CH:17]=[CH:16][CH:15]=[C:14]([N+:18]([O-:20])=[O:19])[CH:13]=2)[CH:17]=[CH:16][CH:15]=1)([O-:20])=[O:19].C(=O)([O-])[O-].[K+].[K+].[Cl:27][C:28]1[C:29]([C:37]([NH2:39])=[O:38])=[N:30][C:31]([CH2:35][CH3:36])=[C:32](Cl)[N:33]=1.S([O-])[O-].[Na+].C=O.[Na+], predict the reaction product. The product is: [Cl:27][C:28]1[C:29]([C:37]([NH2:39])=[O:38])=[N:30][C:31]([CH2:35][CH3:36])=[C:32]([S:11][C:12]2[CH:17]=[CH:16][CH:15]=[C:14]([N+:18]([O-:20])=[O:19])[CH:13]=2)[N:33]=1. (3) Given the reactants [C:1]1([CH3:11])[CH:6]=[CH:5][C:4]([S:7](Cl)(=[O:9])=[O:8])=[CH:3][CH:2]=1.[F:12][C:13]([F:20])([F:19])[C:14]1([CH2:17][OH:18])[CH2:16][CH2:15]1.C(N(CC)CC)C, predict the reaction product. The product is: [F:12][C:13]([F:20])([F:19])[C:14]1([CH2:17][O:18][S:7]([C:4]2[CH:5]=[CH:6][C:1]([CH3:11])=[CH:2][CH:3]=2)(=[O:9])=[O:8])[CH2:16][CH2:15]1. (4) Given the reactants [CH3:1][O:2][C:3]([C:5]1[C:10]([Cl:11])=[C:9]([NH:12][C:13](=[O:15])[CH3:14])[CH:8]=[C:7](Cl)[N:6]=1)=[O:4].[F:17][C:18]1[C:23]([O:24][CH3:25])=[C:22]([C:26]([F:29])([F:28])[F:27])[CH:21]=[CH:20][C:19]=1[Sn](C)(C)C.[F-].[Cs+].C1(P(C2C=CC=CC=2)CCCCP(C2C=CC=CC=2)C2C=CC=CC=2)C=CC=CC=1, predict the reaction product. The product is: [CH3:1][O:2][C:3]([C:5]1[C:10]([Cl:11])=[C:9]([NH:12][C:13](=[O:15])[CH3:14])[CH:8]=[C:7]([C:19]2[CH:20]=[CH:21][C:22]([C:26]([F:28])([F:29])[F:27])=[C:23]([O:24][CH3:25])[C:18]=2[F:17])[N:6]=1)=[O:4].